This data is from Full USPTO retrosynthesis dataset with 1.9M reactions from patents (1976-2016). The task is: Predict the reactants needed to synthesize the given product. (1) The reactants are: [NH2:1][C:2]1[O:6][N:5]=[C:4]([CH3:7])[C:3]=1[C:8]1[CH:13]=[CH:12][C:11]([N:14]2[CH2:19][CH2:18][N:17]([C:20]([O:22][C:23]([CH3:26])([CH3:25])[CH3:24])=[O:21])[CH2:16][CH2:15]2)=[CH:10][CH:9]=1.Cl[C:28]([O:30][CH2:31][C:32]([Cl:35])([Cl:34])[Cl:33])=[O:29].CCOCC.Cl. Given the product [CH3:7][C:4]1[C:3]([C:8]2[CH:9]=[CH:10][C:11]([N:14]3[CH2:15][CH2:16][N:17]([C:20]([O:22][C:23]([CH3:26])([CH3:25])[CH3:24])=[O:21])[CH2:18][CH2:19]3)=[CH:12][CH:13]=2)=[C:2]([NH:1][C:28]([O:30][CH2:31][C:32]([Cl:35])([Cl:34])[Cl:33])=[O:29])[O:6][N:5]=1, predict the reactants needed to synthesize it. (2) Given the product [Cl:12][C:13]1[CH:14]=[C:15]([S:42]([CH2:2][CH3:3])(=[O:46])=[O:44])[C:16]([C:19]([N:21]([CH3:33])[C:22]2[CH:23]=[CH:24][C:25]([S:28][C:29]([F:31])([F:30])[F:32])=[CH:26][CH:27]=2)=[O:20])=[N:17][CH:18]=1, predict the reactants needed to synthesize it. The reactants are: Cl[C:2]1C=CC=C(C(OO)=O)[CH:3]=1.[Cl:12][C:13]1[CH:14]=[C:15](SCC)[C:16]([C:19]([N:21]([CH3:33])[C:22]2[CH:27]=[CH:26][C:25]([S:28][C:29]([F:32])([F:31])[F:30])=[CH:24][CH:23]=2)=[O:20])=[N:17][CH:18]=1.C(=O)(O)[O-].[Na+].[S:42]([O-:46])([O-])(=[O:44])=S.[Na+].[Na+]. (3) Given the product [Br:1][C:2]1[CH:10]=[CH:9][CH:8]=[C:7]2[C:3]=1[C@:4]1([C:16]3=[CH:17][C:18]4[O:22][CH2:21][O:20][C:19]=4[CH:23]=[C:15]3[O:14][CH2:13]1)[C:5](=[O:12])[N:6]2[CH3:11], predict the reactants needed to synthesize it. The reactants are: [Br:1][C:2]1[CH:10]=[CH:9][CH:8]=[C:7]2[C:3]=1[C:4]1([C:16]3=[CH:17][C:18]4[O:22][CH2:21][O:20][C:19]=4[CH:23]=[C:15]3[O:14][CH2:13]1)[C:5](=[O:12])[N:6]2[CH3:11]. (4) Given the product [C:20]([NH:19][C:23]1[N:24]=[CH:25][C:26]([NH:29][C:4](=[O:5])[C:3]2[C:7]([F:18])=[CH:8][CH:9]=[C:10]([NH:11][S:12]([CH2:15][CH2:16][CH3:17])(=[O:14])=[O:13])[C:2]=2[F:1])=[CH:27][CH:28]=1)(=[O:21])[CH3:22], predict the reactants needed to synthesize it. The reactants are: [F:1][C:2]1[C:10]([NH:11][S:12]([CH2:15][CH2:16][CH3:17])(=[O:14])=[O:13])=[CH:9][CH:8]=[C:7]([F:18])[C:3]=1[C:4](Cl)=[O:5].[NH:19]([C:23]1[CH:28]=[CH:27][C:26]([NH2:29])=[CH:25][N:24]=1)[C:20]([CH3:22])=[O:21].C(N(C(C)C)CC)(C)C. (5) The reactants are: [CH2:1]([C:3]1[CH:4]=[N:5][N:6]([CH3:17])[C:7]=1[C:8]1[CH:9]=[C:10]([C:13]([O:15][CH3:16])=[O:14])[S:11][CH:12]=1)[CH3:2].C1C(=O)N([Cl:25])C(=O)C1. Given the product [Cl:25][C:4]1[C:3]([CH2:1][CH3:2])=[C:7]([C:8]2[CH:9]=[C:10]([C:13]([O:15][CH3:16])=[O:14])[S:11][CH:12]=2)[N:6]([CH3:17])[N:5]=1, predict the reactants needed to synthesize it. (6) Given the product [NH2:16][C:17]1[N:18]=[C:19]([N:28]2[CH2:29][CH2:30][N:31]([C:34](=[O:44])[CH2:35][O:36][C:37]3[CH:42]=[CH:41][C:40]([Cl:43])=[CH:39][CH:38]=3)[CH2:32][CH2:33]2)[C:20]2[N:26]=[C:25]([C:10]3[CH:11]=[CH:12][C:7]([C:5]([NH:4][CH:1]4[CH2:3][CH2:2]4)=[O:6])=[CH:8][CH:9]=3)[CH:24]=[CH:23][C:21]=2[N:22]=1, predict the reactants needed to synthesize it. The reactants are: [CH:1]1([NH:4][C:5]([C:7]2[CH:12]=[CH:11][C:10](B(O)O)=[CH:9][CH:8]=2)=[O:6])[CH2:3][CH2:2]1.[NH2:16][C:17]1[N:18]=[C:19]([N:28]2[CH2:33][CH2:32][N:31]([C:34](=[O:44])[CH2:35][O:36][C:37]3[CH:42]=[CH:41][C:40]([Cl:43])=[CH:39][CH:38]=3)[CH2:30][CH2:29]2)[C:20]2[N:26]=[C:25](Cl)[CH:24]=[CH:23][C:21]=2[N:22]=1. (7) Given the product [CH3:8][N:5]1[CH2:6][CH2:7][CH:2]([O:1][CH:26]2[C:12]3[CH:13]=[CH:14][CH:15]=[CH:16][C:11]=3[CH2:10][CH2:9][N:17]3[C:18]2=[N:19][C:20]([C:22]([F:25])([F:24])[F:23])=[CH:21]3)[CH2:3][CH2:4]1.[CH3:8][N:5]1[CH2:6][CH2:7][CH:2]([O:46][CH:45]2[C:31]3[CH:32]=[CH:33][CH:34]=[CH:35][C:30]=3[CH2:29][CH2:28][N:36]3[C:37]2=[N:38][CH:39]=[C:40]3[C:41]([F:44])([F:43])[F:42])[CH2:3][CH2:4]1, predict the reactants needed to synthesize it. The reactants are: [OH:1][CH:2]1[CH2:7][CH2:6][N:5]([CH3:8])[CH2:4][CH2:3]1.[CH2:9]([N:17]1[CH:21]=[C:20]([C:22]([F:25])([F:24])[F:23])[N:19]=[C:18]1[CH:26]=O)[CH2:10][C:11]1[CH:16]=[CH:15][CH:14]=[CH:13][CH:12]=1.[CH2:28]([N:36]1[C:40]([C:41]([F:44])([F:43])[F:42])=[CH:39][N:38]=[C:37]1[CH:45]=[O:46])[CH2:29][C:30]1[CH:35]=[CH:34][CH:33]=[CH:32][CH:31]=1.[OH-].[Na+].